This data is from Experimental lipophilicity measurements (octanol/water distribution) for 4,200 compounds from AstraZeneca. The task is: Regression/Classification. Given a drug SMILES string, predict its absorption, distribution, metabolism, or excretion properties. Task type varies by dataset: regression for continuous measurements (e.g., permeability, clearance, half-life) or binary classification for categorical outcomes (e.g., BBB penetration, CYP inhibition). For this dataset (lipophilicity_astrazeneca), we predict Y. (1) The molecule is COc1ccccc1N1CCN(CCCCNC(=O)c2ccc3ccccc3c2)CC1. The Y is 3.53 logD. (2) The drug is O=C(NCc1ccncc1)c1ccc(Oc2ccc(C#CC3(O)CN4CCC3CC4)cc2)cc1. The Y is 2.48 logD. (3) The Y is 2.84 logD. The compound is O=C1NC(=O)C(Cc2cccc(Oc3ccccc3)c2)S1. (4) The molecule is C[C@@H](Oc1cccc2ncnc(Nc3ccc4c(cnn4Cc4ccccn4)c3)c12)C(=O)N1CCOCC1. The Y is 2.82 logD. (5) The compound is Cc1cc(Nc2nc(N[C@@H](C)c3ncc(F)cn3)ncc2Br)n[nH]1. The Y is 2.39 logD. (6) The compound is CC(O)(C(=O)Nc1ccc(S(=O)(=O)c2ccccc2)cc1)C(F)(F)F. The Y is 2.98 logD. (7) The compound is N#C[C@@]1(NC(=O)[C@@H](N)Cc2cccs2)C[C@@H]1c1ccccc1. The Y is 1.30 logD. (8) The molecule is Cc1cccc(S(=O)(=O)NC(=O)N2CCC(N3CCC(Oc4ccc(Cl)c(Cl)c4)CC3)CC2)c1. The Y is 1.84 logD. (9) The Y is 1.19 logD. The molecule is Nc1ncnc2sccc12.